This data is from TCR-epitope binding with 47,182 pairs between 192 epitopes and 23,139 TCRs. The task is: Binary Classification. Given a T-cell receptor sequence (or CDR3 region) and an epitope sequence, predict whether binding occurs between them. The epitope is IPRRNVATL. The TCR CDR3 sequence is CASSTLDEQFF. Result: 0 (the TCR does not bind to the epitope).